This data is from Full USPTO retrosynthesis dataset with 1.9M reactions from patents (1976-2016). The task is: Predict the reactants needed to synthesize the given product. Given the product [CH:32]1([C:26]2[CH:27]=[CH:28][C:29]([O:1][CH2:2][CH2:3][CH2:4][N:5]3[C:13]4[C:12]([O:14][CH3:15])=[N:11][C:10]([N:16]5[CH:20]=[C:19]([C:21]([O:23][CH2:24][CH3:25])=[O:22])[CH:18]=[N:17]5)=[N:9][C:8]=4[CH:7]=[N:6]3)=[CH:30][CH:31]=2)[CH2:33][CH2:34][CH2:35][CH2:36][CH2:37]1, predict the reactants needed to synthesize it. The reactants are: [OH:1][CH2:2][CH2:3][CH2:4][N:5]1[C:13]2[C:12]([O:14][CH3:15])=[N:11][C:10]([N:16]3[CH:20]=[C:19]([C:21]([O:23][CH2:24][CH3:25])=[O:22])[CH:18]=[N:17]3)=[N:9][C:8]=2[CH:7]=[N:6]1.[CH:26]1([C:32]2[CH:37]=[CH:36][C:35](O)=[CH:34][CH:33]=2)[CH2:31][CH2:30][CH2:29][CH2:28][CH2:27]1.C1(P(C2C=CC=CC=2)C2C=CC=CC=2)C=CC=CC=1.N(C(N(C)C)=O)=NC(N(C)C)=O.